This data is from Full USPTO retrosynthesis dataset with 1.9M reactions from patents (1976-2016). The task is: Predict the reactants needed to synthesize the given product. (1) Given the product [C:10]([C:14]1[CH:18]=[C:17]([NH:19][C:2]2[C:3]([C:8]#[N:9])=[N:4][CH:5]=[CH:6][CH:7]=2)[N:16]([CH3:20])[N:15]=1)([CH3:13])([CH3:11])[CH3:12], predict the reactants needed to synthesize it. The reactants are: Br[C:2]1[C:3]([C:8]#[N:9])=[N:4][CH:5]=[CH:6][CH:7]=1.[C:10]([C:14]1[CH:18]=[C:17]([NH2:19])[N:16]([CH3:20])[N:15]=1)([CH3:13])([CH3:12])[CH3:11].C(=O)([O-])[O-].[Cs+].[Cs+].C1C=CC(P(C2C(C3C(P(C4C=CC=CC=4)C4C=CC=CC=4)=CC=C4C=3C=CC=C4)=C3C(C=CC=C3)=CC=2)C2C=CC=CC=2)=CC=1. (2) Given the product [F:21][C:4]1[CH:3]=[C:2]([C:28]2[CH:27]=[CH:26][CH:25]=[C:24]([C:23]([F:34])([F:33])[F:22])[CH:29]=2)[CH:7]=[CH:6][C:5]=1[C:8]([N:10]1[CH2:14][CH2:13][CH2:12][C@H:11]1[CH2:15][N:16]1[CH2:20][CH2:19][CH2:18][CH2:17]1)=[O:9], predict the reactants needed to synthesize it. The reactants are: Br[C:2]1[CH:7]=[CH:6][C:5]([C:8]([N:10]2[CH2:14][CH2:13][CH2:12][C@H:11]2[CH2:15][N:16]2[CH2:20][CH2:19][CH2:18][CH2:17]2)=[O:9])=[C:4]([F:21])[CH:3]=1.[F:22][C:23]([F:34])([F:33])[C:24]1[CH:25]=[C:26](B(O)O)[CH:27]=[CH:28][CH:29]=1. (3) Given the product [CH3:41][O:40][C:39]1[CH:38]=[C:37]2[C:33]([CH:34]=[CH:35][NH:36]2)=[CH:32][C:31]=1[O:30][C:2]1[C:11]2[C:6](=[CH:7][C:8]([O:14][CH2:15][CH2:16][CH2:17][N:18]3[CH2:23][CH2:22][CH2:21][CH2:20][CH2:19]3)=[C:9]([O:12][CH3:13])[CH:10]=2)[N:5]=[CH:4][N:3]=1, predict the reactants needed to synthesize it. The reactants are: Cl[C:2]1[C:11]2[C:6](=[CH:7][C:8]([O:14][CH2:15][CH2:16][CH2:17][N:18]3[CH2:23][CH2:22][CH2:21][CH2:20][CH2:19]3)=[C:9]([O:12][CH3:13])[CH:10]=2)[N:5]=[CH:4][N:3]=1.C(=O)([O-])[O-].[K+].[K+].[OH:30][C:31]1[CH:32]=[C:33]2[C:37](=[CH:38][C:39]=1[O:40][CH3:41])[NH:36][CH:35]=[CH:34]2. (4) Given the product [CH3:24][O:43][C:3]1[CH:4]=[C:5]([N:11]2[CH2:12][C:13]3[CH:18]=[N:17][C:16]4[N:19]([S:53]([C:47]5[CH:52]=[CH:51][CH:50]=[CH:49][CH:48]=5)(=[O:55])=[O:54])[CH:20]=[CH:21][C:15]=4[C:14]=3[N:22]([CH3:23])[C:35]2=[O:41])[CH:6]=[C:7]([O:9][CH3:10])[CH:8]=1, predict the reactants needed to synthesize it. The reactants are: CO[C:3]1[CH:4]=[C:5]([NH:11][CH2:12][C:13]2[CH:18]=[N:17][C:16]3[NH:19][CH:20]=[CH:21][C:15]=3[C:14]=2[NH:22][CH3:23])[CH:6]=[C:7]([O:9][CH3:10])[CH:8]=1.[CH2:24](N(CC)CC)C.ClC(Cl)(O[C:35](=[O:41])OC(Cl)(Cl)Cl)Cl.[OH-:43].[Na+].[H-].[Na+].[C:47]1([S:53](Cl)(=[O:55])=[O:54])[CH:52]=[CH:51][CH:50]=[CH:49][CH:48]=1.